Dataset: NCI-60 drug combinations with 297,098 pairs across 59 cell lines. Task: Regression. Given two drug SMILES strings and cell line genomic features, predict the synergy score measuring deviation from expected non-interaction effect. (1) Drug 1: C1=CC(=CC=C1CCCC(=O)O)N(CCCl)CCCl. Drug 2: CC=C1C(=O)NC(C(=O)OC2CC(=O)NC(C(=O)NC(CSSCCC=C2)C(=O)N1)C(C)C)C(C)C. Cell line: UO-31. Synergy scores: CSS=21.1, Synergy_ZIP=-5.45, Synergy_Bliss=2.24, Synergy_Loewe=3.13, Synergy_HSA=3.04. (2) Drug 1: C(=O)(N)NO. Drug 2: CCCCC(=O)OCC(=O)C1(CC(C2=C(C1)C(=C3C(=C2O)C(=O)C4=C(C3=O)C=CC=C4OC)O)OC5CC(C(C(O5)C)O)NC(=O)C(F)(F)F)O. Cell line: SK-OV-3. Synergy scores: CSS=34.2, Synergy_ZIP=5.27, Synergy_Bliss=5.90, Synergy_Loewe=-9.44, Synergy_HSA=3.03. (3) Drug 1: CNC(=O)C1=NC=CC(=C1)OC2=CC=C(C=C2)NC(=O)NC3=CC(=C(C=C3)Cl)C(F)(F)F. Drug 2: CCCCC(=O)OCC(=O)C1(CC(C2=C(C1)C(=C3C(=C2O)C(=O)C4=C(C3=O)C=CC=C4OC)O)OC5CC(C(C(O5)C)O)NC(=O)C(F)(F)F)O. Cell line: OVCAR-5. Synergy scores: CSS=14.9, Synergy_ZIP=-0.500, Synergy_Bliss=0.856, Synergy_Loewe=-17.7, Synergy_HSA=-5.99.